Predict the reactants needed to synthesize the given product. From a dataset of Retrosynthesis with 50K atom-mapped reactions and 10 reaction types from USPTO. (1) The reactants are: COCCOCCO.Cc1nc2c3c(ccn2c1C)[C@@H](O)[C@H](O)[C@@H](c1ccccc1)N3. Given the product COCCOCCO[C@@H]1c2ccn3c(C)c(C)nc3c2N[C@H](c2ccccc2)[C@H]1O, predict the reactants needed to synthesize it. (2) Given the product COc1cc(C=O)ccc1Oc1ccccc1, predict the reactants needed to synthesize it. The reactants are: COc1cc(C=O)ccc1O.OB(O)c1ccccc1. (3) Given the product Cc1oc(-c2ccccc2)nc1CCOc1ccc(CO)cn1, predict the reactants needed to synthesize it. The reactants are: Cc1oc(-c2ccccc2)nc1CCOc1ccc(C=O)cn1. (4) Given the product C=CCn1c(C=O)nc2c1c(=O)n(C)c(=O)n2CCCCC, predict the reactants needed to synthesize it. The reactants are: C=CCn1cnc2c1c(=O)n(C)c(=O)n2CCCCC.CN(C)C=O. (5) Given the product CC#CCOc1ncnc(Oc2cccc(F)c2F)c1F, predict the reactants needed to synthesize it. The reactants are: CC#CCOc1ncnc(Cl)c1F.Oc1cccc(F)c1F. (6) Given the product BrCCOc1ccccc1Br, predict the reactants needed to synthesize it. The reactants are: BrCCBr.Oc1ccccc1Br. (7) Given the product Cc1cc(C(C)(C)C)cc(C)c1N, predict the reactants needed to synthesize it. The reactants are: Cc1cc(C(C)(C)C)cc(C)c1[N+](=O)[O-]. (8) Given the product COc1cc(C)c2c(ccn2C(=O)OC(C)(C)C)c1C(=NS(=O)C(C)(C)C)C(F)(F)F, predict the reactants needed to synthesize it. The reactants are: CC(C)(C)S(N)=O.COc1cc(C)c2c(ccn2C(=O)OC(C)(C)C)c1C(=O)C(F)(F)F.